Dataset: Full USPTO retrosynthesis dataset with 1.9M reactions from patents (1976-2016). Task: Predict the reactants needed to synthesize the given product. (1) Given the product [NH2:10][C@H:9]([C:8]([NH:13][C@H:14]([C:20]([OH:22])=[O:21])[CH2:15][CH2:16][C:17](=[O:19])[NH2:18])=[O:7])[CH3:11], predict the reactants needed to synthesize it. The reactants are: B([O-])([O-])[O-].Cl.C[O:7][C:8](=O)[C@H:9]([CH3:11])[NH2:10].[NH2:13][C@H:14]([C:20]([OH:22])=[O:21])[CH2:15][CH2:16][C:17](=[O:19])[NH2:18].C(N(CC(O)=O)CC(O)=O)CN(CC(O)=O)CC(O)=O. (2) Given the product [F:1][C:2]([F:11])([F:10])[C:3]1[CH:8]=[C:7]([OH:9])[CH:6]=[CH:5][N:13]=1, predict the reactants needed to synthesize it. The reactants are: [F:1][C:2]([F:11])([F:10])[C:3]1O[CH:5]=[CH:6][C:7](=[O:9])[CH:8]=1.[OH-].[NH4+:13].